This data is from Reaction yield outcomes from USPTO patents with 853,638 reactions. The task is: Predict the reaction yield, written as a fraction of the theoretical maximum amount of product (1.0 means a 100% yield; for example, 0.34 means a 34% yield). (1) The reactants are [F:1][C:2]1[CH:3]=[C:4]([OH:8])[CH:5]=[CH:6][CH:7]=1.C([Mg]Br)C.CCN(CC)CC.[CH2:20]=[O:21].Cl. The catalyst is C1COCC1.CCOC(C)=O.C1C=CC=CC=1. The yield is 0.360. The product is [F:1][C:2]1[CH:7]=[CH:6][C:5]([CH:20]=[O:21])=[C:4]([OH:8])[CH:3]=1. (2) The reactants are [Br:1][C:2]1[C:10]([F:11])=[CH:9][C:5]([C:6](O)=[O:7])=[C:4]([F:12])[CH:3]=1.[CH3:13][S:14]([NH2:17])(=[O:16])=[O:15].Cl.C(N=C=NCCCN(C)C)C. The catalyst is CN(C)C1C=CN=CC=1.C(Cl)Cl. The product is [Br:1][C:2]1[C:10]([F:11])=[CH:9][C:5]([C:6]([NH:17][S:14]([CH3:13])(=[O:16])=[O:15])=[O:7])=[C:4]([F:12])[CH:3]=1. The yield is 0.738. (3) The reactants are [CH2:1]1[C:10]2[C:5](=[CH:6][CH:7]=[CH:8][CH:9]=2)[CH2:4][CH2:3][N:2]1[C:11]1[N:12]=[C:13]([C:22](O)=[O:23])[CH:14]=[C:15]2[C:19]([CH3:20])=[C:18]([CH3:21])[NH:17][C:16]=12.O.O[N:27]1[C:31]2C=[CH:33][CH:34]=[CH:35][C:30]=2N=N1.Cl.CN(C)CCCN=C=NCC.C(N(C(C)C)CC)(C)C.N1CCCCC1. The catalyst is ClCCl. The product is [CH2:1]1[C:10]2[C:5](=[CH:6][CH:7]=[CH:8][CH:9]=2)[CH2:4][CH2:3][N:2]1[C:11]1[N:12]=[C:13]([C:22]([N:27]2[CH2:33][CH2:34][CH2:35][CH2:30][CH2:31]2)=[O:23])[CH:14]=[C:15]2[C:19]([CH3:20])=[C:18]([CH3:21])[NH:17][C:16]=12. The yield is 0.500. (4) The reactants are C(O[CH2:5][C:6]1[C:15]2[C:10](=[CH:11][CH:12]=[C:13]([O:16][C:17]3[CH:22]=[CH:21][CH:20]=[CH:19][CH:18]=3)[CH:14]=2)[C:9]([OH:23])=[C:8]([C:24]([O:26][CH3:27])=[O:25])[N:7]=1)(=O)C.C([O-])([O-])=O.[Na+].[Na+]. The catalyst is [Pd].C(OCC)(=O)C. The product is [OH:23][C:9]1[C:10]2[C:15](=[CH:14][C:13]([O:16][C:17]3[CH:22]=[CH:21][CH:20]=[CH:19][CH:18]=3)=[CH:12][CH:11]=2)[C:6]([CH3:5])=[N:7][C:8]=1[C:24]([O:26][CH3:27])=[O:25]. The yield is 0.900. (5) The reactants are [CH3:1][N:2]([CH3:27])[C:3]1[C:8]([CH2:9][C:10]([O:12][CH3:13])=[O:11])=[C:7]([N:14]([CH3:16])[CH3:15])[N:6]=[C:5]([CH2:17][C:18]2[CH:23]=[CH:22][C:21]([N+:24]([O-])=O)=[CH:20][CH:19]=2)[N:4]=1.[H][H]. The catalyst is CO.[Pd]. The product is [NH2:24][C:21]1[CH:20]=[CH:19][C:18]([CH2:17][C:5]2[N:6]=[C:7]([N:14]([CH3:16])[CH3:15])[C:8]([CH2:9][C:10]([O:12][CH3:13])=[O:11])=[C:3]([N:2]([CH3:1])[CH3:27])[N:4]=2)=[CH:23][CH:22]=1. The yield is 0.980. (6) The reactants are [F:1][C:2]1[C:7]([F:8])=[C:6]([F:9])[CH:5]=[CH:4][C:3]=1[C:10]1[CH:19]=[CH:18][C:17]([N+:20]([O-:22])=[O:21])=[CH:16][C:11]=1[C:12]([O:14]C)=[O:13].[OH-].[Na+].O.Cl. The catalyst is O1CCCC1.CO.C(OCC)(=O)C. The product is [F:1][C:2]1[C:7]([F:8])=[C:6]([F:9])[CH:5]=[CH:4][C:3]=1[C:10]1[CH:19]=[CH:18][C:17]([N+:20]([O-:22])=[O:21])=[CH:16][C:11]=1[C:12]([OH:14])=[O:13]. The yield is 1.00. (7) The reactants are C(OC(=O)[NH:7][C@H:8]1[CH2:13][CH2:12][C@@H:11]([C:14](=[O:26])[NH:15][CH2:16][C:17]2[CH:22]=[CH:21][CH:20]=[C:19]([N+:23]([O-:25])=[O:24])[CH:18]=2)[CH2:10][CH2:9]1)(C)(C)C.[ClH:28].C([O:31]CC)C. The catalyst is C(O)(C(F)(F)F)=O.C(Cl)Cl. The product is [ClH:28].[N+:23]([C:19]1[CH:18]=[C:17]([CH:22]=[CH:21][CH:20]=1)[C:16]([NH2:15])=[O:31])([O-:25])=[O:24].[NH2:7][C@@H:8]1[CH2:9][CH2:10][C@H:11]([C:14]([OH:26])=[O:31])[CH2:12][CH2:13]1. The yield is 0.950. (8) The reactants are [Cl:1][C:2]1[C:3]([CH2:8][NH:9][C:10]([CH:12]2[CH2:17][CH2:16][N:15]([CH3:18])[C:14](=[O:19])[CH2:13]2)=O)=[N:4][CH:5]=[CH:6][N:7]=1.CN(C=O)C.P(Cl)(Cl)(Cl)=O.C(=O)(O)[O-].[Na+]. The catalyst is C(#N)C. The product is [Cl:1][C:2]1[C:3]2[N:4]([C:10]([CH:12]3[CH2:17][CH2:16][N:15]([CH3:18])[C:14](=[O:19])[CH2:13]3)=[N:9][CH:8]=2)[CH:5]=[CH:6][N:7]=1. The yield is 0.210.